From a dataset of Forward reaction prediction with 1.9M reactions from USPTO patents (1976-2016). Predict the product of the given reaction. (1) The product is: [F:1][C:2]1[CH:3]=[CH:4][C:5]([C:8]([OH:10])=[O:15])=[N:6][CH:7]=1. Given the reactants [F:1][C:2]1[CH:3]=[CH:4][C:5]([CH3:8])=[N:6][CH:7]=1.[Mn]([O-])(=O)(=O)=[O:10].[K+].[OH2:15], predict the reaction product. (2) Given the reactants [F:1][C:2]([F:11])([F:10])[CH2:3][CH2:4][CH:5]([C:8]#[N:9])[C:6]#[N:7].Br[CH2:13][CH:14]1[CH2:19][CH2:18][C:17]([F:21])([F:20])[CH2:16][CH2:15]1.C(=O)([O-])[O-].[K+].[K+].O, predict the reaction product. The product is: [F:20][C:17]1([F:21])[CH2:18][CH2:19][CH:14]([CH2:13][C:5]([CH2:4][CH2:3][C:2]([F:10])([F:11])[F:1])([C:8]#[N:9])[C:6]#[N:7])[CH2:15][CH2:16]1. (3) Given the reactants [C:1]([NH:18][C@H:19]([C:23](O)=O)[CH:20]([CH3:22])[CH3:21])([O:3]CC1C2C(=CC=CC=2)C2C1=CC=CC=2)=O.COC(=O)[C@H:29]([CH2:31][CH:32]([CH3:34])[CH3:33])[NH2:30], predict the reaction product. The product is: [CH2:31]([C@@H:29]1[NH:30][CH2:23][C@H:19]([CH:20]([CH3:21])[CH3:22])[NH:18][C:1]1=[O:3])[CH:32]([CH3:34])[CH3:33]. (4) Given the reactants [NH:1]1[C:9]2[C:4](=[CH:5][CH:6]=[CH:7][CH:8]=2)[CH:3]=[CH:2]1.[OH-:10].[Na+], predict the reaction product. The product is: [NH:1]1[C:9]2[C:4](=[CH:5][CH:6]=[CH:7][CH:8]=2)[CH:3]=[C:2]1[C:3]([C:4]1[CH:9]=[CH:8][CH:7]=[C:6]([C:2]2[NH:1][C:9]3[C:4]([CH:3]=2)=[CH:5][CH:6]=[CH:7][CH:8]=3)[CH:5]=1)=[O:10]. (5) Given the reactants [CH:1]([C:4]1[N:8]=[C:7]([N:9]2[CH2:14][CH2:13][CH:12]([N:15]3[CH2:19][CH2:18][CH2:17][C:16]3=[O:20])[CH2:11][CH2:10]2)[S:6][N:5]=1)([CH3:3])[CH3:2].C([N-]C(C)C)(C)C.[Li+].Cl[CH2:30][C:31]1[CH:36]=[CH:35][C:34]([S:37]([CH3:40])(=[O:39])=[O:38])=[CH:33][CH:32]=1, predict the reaction product. The product is: [CH:1]([C:4]1[N:8]=[C:7]([N:9]2[CH2:14][CH2:13][CH:12]([N:15]3[CH2:19][CH2:18][CH:17]([CH2:30][C:31]4[CH:32]=[CH:33][C:34]([S:37]([CH3:40])(=[O:39])=[O:38])=[CH:35][CH:36]=4)[C:16]3=[O:20])[CH2:11][CH2:10]2)[S:6][N:5]=1)([CH3:3])[CH3:2].